Dataset: Full USPTO retrosynthesis dataset with 1.9M reactions from patents (1976-2016). Task: Predict the reactants needed to synthesize the given product. (1) Given the product [ClH:39].[CH2:1]([O:8][CH2:9][C@@H:10]1[CH2:14][CH2:13][S:12](=[O:15])(=[O:16])[N:11]1[C:17]1[CH:22]=[CH:21][C:20]([C:23]([N:25]2[CH2:26][CH2:27][N:28]([C:31]3[C:36]([CH3:37])=[CH:35][C:34]([CH3:38])=[CH:33][N:32]=3)[CH2:29][CH2:30]2)=[O:24])=[CH:19][CH:18]=1)[C:2]1[CH:3]=[CH:4][CH:5]=[CH:6][CH:7]=1, predict the reactants needed to synthesize it. The reactants are: [CH2:1]([O:8][CH2:9][C@@H:10]1[CH2:14][CH2:13][S:12](=[O:16])(=[O:15])[N:11]1[C:17]1[CH:22]=[CH:21][C:20]([C:23]([N:25]2[CH2:30][CH2:29][N:28]([C:31]3[C:36]([CH3:37])=[CH:35][C:34]([CH3:38])=[CH:33][N:32]=3)[CH2:27][CH2:26]2)=[O:24])=[CH:19][CH:18]=1)[C:2]1[CH:7]=[CH:6][CH:5]=[CH:4][CH:3]=1.[ClH:39].C(OCC)(=O)C. (2) Given the product [CH2:11]([O:25][C:26]1[O:30][C:29]([C:31]([O:33][CH2:3][CH2:4][N:5]2[CH2:10][CH2:9][O:8][CH2:7][CH2:6]2)=[O:32])=[CH:28][CH:27]=1)[CH2:12][CH2:13][CH2:14][CH2:15][CH2:16][CH2:17][CH2:18][CH2:19][CH2:20][CH2:21][CH2:22][CH2:23][CH3:24], predict the reactants needed to synthesize it. The reactants are: Cl.Cl[CH2:3][CH2:4][N:5]1[CH2:10][CH2:9][O:8][CH2:7][CH2:6]1.[CH2:11]([O:25][C:26]1[O:30][C:29]([C:31]([OH:33])=[O:32])=[CH:28][CH:27]=1)[CH2:12][CH2:13][CH2:14][CH2:15][CH2:16][CH2:17][CH2:18][CH2:19][CH2:20][CH2:21][CH2:22][CH2:23][CH3:24].C(=O)([O-])[O-].[Cs+].[Cs+].Cl. (3) Given the product [C:19]([C:18]1[CH:17]=[C:16]([C:2]#[C:1][C:3]2[CH:8]=[CH:7][C:6]([CH2:9][CH2:10][C:11]([O:13][CH3:14])=[O:12])=[CH:5][CH:4]=2)[CH:23]=[CH:22][CH:21]=1)#[N:20], predict the reactants needed to synthesize it. The reactants are: [C:1]([C:3]1[CH:8]=[CH:7][C:6]([CH2:9][CH2:10][C:11]([O:13][CH3:14])=[O:12])=[CH:5][CH:4]=1)#[CH:2].I[C:16]1[CH:17]=[C:18]([CH:21]=[CH:22][CH:23]=1)[C:19]#[N:20]. (4) Given the product [CH:1]1([C:7]2[C:8]3[CH:26]=[CH:25][C:24]([C:27]([NH:31][C:32]4([C:36]([NH:38][C:39]5[CH:44]=[CH:43][C:42](/[CH:45]=[CH:46]/[C:47]([O:49][CH2:50][CH3:51])=[O:48])=[CH:41][CH:40]=5)=[O:37])[CH2:35][CH2:34][CH2:33]4)=[O:29])=[CH:23][C:9]=3[N:10]3[C:16]=2[C:15]2[CH:17]=[CH:18][C:19]([O:21][CH3:22])=[CH:20][C:14]=2[O:13][CH2:12][CH2:11]3)[CH2:2][CH2:3][CH2:4][CH2:5][CH2:6]1, predict the reactants needed to synthesize it. The reactants are: [CH:1]1([C:7]2[C:8]3[CH:26]=[CH:25][C:24]([C:27]([OH:29])=O)=[CH:23][C:9]=3[N:10]3[C:16]=2[C:15]2[CH:17]=[CH:18][C:19]([O:21][CH3:22])=[CH:20][C:14]=2[O:13][CH2:12][CH2:11]3)[CH2:6][CH2:5][CH2:4][CH2:3][CH2:2]1.Cl.[NH2:31][C:32]1([C:36]([NH:38][C:39]2[CH:44]=[CH:43][C:42](/[CH:45]=[CH:46]/[C:47]([O:49][CH2:50][CH3:51])=[O:48])=[CH:41][CH:40]=2)=[O:37])[CH2:35][CH2:34][CH2:33]1.O.ON1C2C=CC=CC=2N=N1.Cl.C(N=C=NCCCN(C)C)C.C(N(CC)CC)C. (5) Given the product [F:1][C:2]1[CH:3]=[CH:4][C:5]([NH:11][CH2:12][CH2:13][O:14][C:15]([F:18])([F:17])[F:16])=[C:6]([CH:10]=1)[C:7]([NH:24][C:20]([CH3:21])([C:22]#[CH:23])[CH3:19])=[O:9], predict the reactants needed to synthesize it. The reactants are: [F:1][C:2]1[CH:3]=[CH:4][C:5]([NH:11][CH2:12][CH2:13][O:14][C:15]([F:18])([F:17])[F:16])=[C:6]([CH:10]=1)[C:7]([OH:9])=O.[CH3:19][C:20]([NH2:24])([C:22]#[CH:23])[CH3:21].C1C=CC2N(O)N=NC=2C=1.CCN=C=NCCCN(C)C.CCN(C(C)C)C(C)C. (6) Given the product [CH3:23][C:7]1[C:17]2[C:12](=[CH:13][CH:14]=[C:15]([O:18][C:19]([F:22])([F:21])[F:20])[CH:16]=2)[NH:11][C:9](=[O:10])[CH:8]=1, predict the reactants needed to synthesize it. The reactants are: S(=O)(=O)(O)O.O=[C:7]([CH3:23])[CH2:8][C:9]([NH:11][C:12]1[CH:17]=[CH:16][C:15]([O:18][C:19]([F:22])([F:21])[F:20])=[CH:14][CH:13]=1)=[O:10]. (7) The reactants are: [S:1]1[C:5]2[CH:6]=[CH:7][C:8]([CH2:10][CH2:11][O:12][CH2:13][CH2:14][CH2:15]O)=[CH:9][C:4]=2[CH:3]=[CH:2]1.C1(P(C2C=CC=CC=2)C2C=CC=CC=2)C=CC=CC=1.C(Br)(Br)(Br)[Br:37].O. Given the product [Br:37][CH2:15][CH2:14][CH2:13][O:12][CH2:11][CH2:10][C:8]1[CH:7]=[CH:6][C:5]2[S:1][CH:2]=[CH:3][C:4]=2[CH:9]=1, predict the reactants needed to synthesize it.